This data is from Peptide-MHC class I binding affinity with 185,985 pairs from IEDB/IMGT. The task is: Regression. Given a peptide amino acid sequence and an MHC pseudo amino acid sequence, predict their binding affinity value. This is MHC class I binding data. (1) The peptide sequence is FLGKIWPSHK. The MHC is HLA-B51:01 with pseudo-sequence HLA-B51:01. The binding affinity (normalized) is 0. (2) The peptide sequence is VSDFRKEFY. The MHC is HLA-A26:01 with pseudo-sequence HLA-A26:01. The binding affinity (normalized) is 0.0847. (3) The peptide sequence is SVFALLPPQ. The MHC is HLA-A02:12 with pseudo-sequence HLA-A02:12. The binding affinity (normalized) is 0.0847.